This data is from Forward reaction prediction with 1.9M reactions from USPTO patents (1976-2016). The task is: Predict the product of the given reaction. (1) The product is: [CH3:5][C:6]1[CH:11]=[C:10]([NH:12][C:13]2[CH:14]=[CH:15][N:16]=[CH:17][C:18]=2[S:19]([NH:22][C:23]([NH:25][CH:26]([CH3:28])[CH3:27])=[O:24])(=[O:20])=[O:21])[CH:9]=[CH:8][CH:7]=1.[ClH:29]. Given the reactants CC(C)=O.[CH3:5][C:6]1[CH:11]=[C:10]([NH:12][C:13]2[CH:14]=[CH:15][N:16]=[CH:17][C:18]=2[S:19]([NH:22][C:23]([NH:25][CH:26]([CH3:28])[CH3:27])=[O:24])(=[O:21])=[O:20])[CH:9]=[CH:8][CH:7]=1.[ClH:29], predict the reaction product. (2) Given the reactants [CH2:1]([O:3][C:4](=[O:16])[CH2:5][CH2:6][C:7]([C:9]1[CH:14]=[CH:13][CH:12]=[C:11](Br)[CH:10]=1)=[O:8])[CH3:2].[C:17]1(B(O)O)[CH:22]=[CH:21][CH:20]=[CH:19][CH:18]=1.[F-].[Cs+], predict the reaction product. The product is: [CH2:1]([O:3][C:4](=[O:16])[CH2:5][CH2:6][C:7]([C:9]1[CH:10]=[C:11]([C:17]2[CH:22]=[CH:21][CH:20]=[CH:19][CH:18]=2)[CH:12]=[CH:13][CH:14]=1)=[O:8])[CH3:2]. (3) Given the reactants [C:1]([O:9][CH3:10])(=[O:8])[CH2:2][CH2:3][CH2:4][C:5]([O-:7])=O.CCN=C=NCCCN(C)C.C1C=CC2N(O)N=NC=2C=1.[CH:32]([NH:35][CH2:36][C@@H:37]1[C@H:41]2[O:42][C:43]([CH3:46])([CH3:45])[O:44][C@H:40]2[C@H:39]([N:47]2[CH:55]=[N:54][C:53]3[C:48]2=[N:49][CH:50]=[N:51][C:52]=3[NH2:56])[O:38]1)([CH3:34])[CH3:33], predict the reaction product. The product is: [NH2:56][C:52]1[N:51]=[CH:50][N:49]=[C:48]2[C:53]=1[N:54]=[CH:55][N:47]2[C@H:39]1[C@@H:40]2[O:44][C:43]([CH3:45])([CH3:46])[O:42][C@@H:41]2[C@@H:37]([CH2:36][N:35]([CH:32]([CH3:34])[CH3:33])[C:5](=[O:7])[CH2:4][CH2:3][CH2:2][C:1]([O:9][CH3:10])=[O:8])[O:38]1. (4) Given the reactants [Cl:1][CH2:2][C:3](Cl)=[O:4].[C:6]12([OH:16])[CH2:15][CH:10]3[CH2:11][CH:12]([CH2:14][CH:8]([CH2:9]3)[CH2:7]1)[CH2:13]2.C(Cl)(Cl)Cl, predict the reaction product. The product is: [Cl:1][CH2:2][C:3]([O:16][C:6]12[CH2:13][CH:12]3[CH2:11][CH:10]([CH2:9][CH:8]([CH2:14]3)[CH2:7]1)[CH2:15]2)=[O:4]. (5) Given the reactants [CH3:1][C:2]1[CH:7]=[CH:6][C:5]([C:8]2[O:9][C:10]([CH3:13])=[N:11][N:12]=2)=[CH:4][C:3]=1[C:14]1[CH:19]=[CH:18][C:17]([C:20]([OH:22])=O)=[CH:16][CH:15]=1.[CH3:23][NH:24][C:25]1[CH:30]=[CH:29][CH:28]=[C:27]([CH3:31])[CH:26]=1, predict the reaction product. The product is: [CH3:1][C:2]1[CH:7]=[CH:6][C:5]([C:8]2[O:9][C:10]([CH3:13])=[N:11][N:12]=2)=[CH:4][C:3]=1[C:14]1[CH:15]=[CH:16][C:17]([C:20]([N:24]([CH3:23])[C:25]2[CH:30]=[CH:29][CH:28]=[C:27]([CH3:31])[CH:26]=2)=[O:22])=[CH:18][CH:19]=1. (6) Given the reactants [Br:1][C:2]1[CH:9]=[CH:8][CH:7]=[C:6]([OH:10])[C:3]=1[CH:4]=O.Br[CH2:12][C:13]([C:15]1[CH:20]=[C:19]([F:21])[CH:18]=[C:17]([Cl:22])[CH:16]=1)=[O:14], predict the reaction product. The product is: [Br:1][C:2]1[C:3]2[CH:4]=[C:12]([C:13]([C:15]3[CH:20]=[C:19]([F:21])[CH:18]=[C:17]([Cl:22])[CH:16]=3)=[O:14])[O:10][C:6]=2[CH:7]=[CH:8][CH:9]=1. (7) Given the reactants Cl.[CH:2]1([NH:8][NH2:9])[CH2:7][CH2:6][CH2:5][CH2:4][CH2:3]1.C(Cl)Cl.C1(NN)CCCCC1.[C:21](OCC)(=[O:26])[CH2:22][C:23]([CH3:25])=O, predict the reaction product. The product is: [CH:2]1([N:8]2[C:21](=[O:26])[CH:22]=[C:23]([CH3:25])[NH:9]2)[CH2:7][CH2:6][CH2:5][CH2:4][CH2:3]1. (8) Given the reactants Cl[C:2]1[N:7]=[C:6]([NH:8][CH2:9][C@H:10]2[CH2:15][CH2:14][C@H:13]([CH2:16][OH:17])[CH2:12][CH2:11]2)[C:5]([N+:18]([O-:20])=[O:19])=[CH:4][N:3]=1.[C:21]([O:25][C:26](=[O:40])[NH:27][CH2:28][C:29](=[O:39])[NH:30][C:31]1[CH:36]=[CH:35][CH:34]=[C:33]([CH2:37][NH2:38])[CH:32]=1)([CH3:24])([CH3:23])[CH3:22].C(N(CC)C(C)C)(C)C, predict the reaction product. The product is: [C:21]([O:25][C:26](=[O:40])[NH:27][CH2:28][C:29](=[O:39])[NH:30][C:31]1[CH:36]=[CH:35][CH:34]=[C:33]([CH2:37][NH:38][C:2]2[N:7]=[C:6]([NH:8][CH2:9][C@H:10]3[CH2:15][CH2:14][C@H:13]([CH2:16][OH:17])[CH2:12][CH2:11]3)[C:5]([N+:18]([O-:20])=[O:19])=[CH:4][N:3]=2)[CH:32]=1)([CH3:24])([CH3:22])[CH3:23].